This data is from Reaction yield outcomes from USPTO patents with 853,638 reactions. The task is: Predict the reaction yield, written as a fraction of the theoretical maximum amount of product (1.0 means a 100% yield; for example, 0.34 means a 34% yield). (1) The reactants are [C:1]([C:3]1[CH:27]=[CH:26][C:6]([O:7][CH2:8][CH2:9][N:10]([CH2:15][CH2:16][N:17]2[CH2:24][CH:23]3[O:25][CH:19]([CH2:20][NH:21][CH2:22]3)[CH2:18]2)[S:11]([CH3:14])(=[O:13])=[O:12])=[CH:5][CH:4]=1)#[N:2].Br[CH2:29][C:30]1[CH:35]=[CH:34][C:33]([F:36])=[CH:32][CH:31]=1.C([O-])([O-])=O.[K+].[K+]. No catalyst specified. The product is [C:1]([C:3]1[CH:4]=[CH:5][C:6]([O:7][CH2:8][CH2:9][N:10]([CH2:15][CH2:16][N:17]2[CH2:24][CH:23]3[O:25][CH:19]([CH2:20][N:21]([CH2:29][C:30]4[CH:35]=[CH:34][C:33]([F:36])=[CH:32][CH:31]=4)[CH2:22]3)[CH2:18]2)[S:11]([CH3:14])(=[O:13])=[O:12])=[CH:26][CH:27]=1)#[N:2]. The yield is 0.627. (2) The product is [CH3:8][O:7][C:5](=[O:6])[CH:4]([C:9]1[CH:14]=[CH:13][C:12]([NH:15][C:16]([C:18]2[NH:19][CH:20]=[C:21]([C:23]#[N:24])[N:22]=2)=[O:17])=[C:11]([C:33]2[CH2:38][CH2:37][CH2:36][CH2:35][CH:34]=2)[CH:10]=1)[C:3]([O:2][CH3:1])=[O:39]. The catalyst is C(Cl)Cl. The yield is 0.840. The reactants are [CH3:1][O:2][C:3](=[O:39])[CH:4]([C:9]1[CH:14]=[CH:13][C:12]([NH:15][C:16]([C:18]2[N:19](COCC[Si](C)(C)C)[CH:20]=[C:21]([C:23]#[N:24])[N:22]=2)=[O:17])=[C:11]([C:33]2[CH2:38][CH2:37][CH2:36][CH2:35][CH:34]=2)[CH:10]=1)[C:5]([O:7][CH3:8])=[O:6].C(O)(C(F)(F)F)=O. (3) The reactants are COC1C=CC(C[N:8]([C:33]2[S:34][CH:35]=[CH:36][N:37]=2)[S:9]([C:12]2[CH:13]=[CH:14][C:15]3[N:20]([C:21]4[CH:31]=[CH:30][CH:29]=[CH:28][C:22]=4[O:23][CH2:24][C:25]([NH2:27])=[O:26])[CH2:19][CH2:18][O:17][C:16]=3[CH:32]=2)(=[O:11])=[O:10])=CC=1.C(O)(C(F)(F)F)=O. The catalyst is C(Cl)Cl. The product is [S:34]1[CH:35]=[CH:36][N:37]=[C:33]1[NH:8][S:9]([C:12]1[CH:13]=[CH:14][C:15]2[N:20]([C:21]3[CH:31]=[CH:30][CH:29]=[CH:28][C:22]=3[O:23][CH2:24][C:25]([NH2:27])=[O:26])[CH2:19][CH2:18][O:17][C:16]=2[CH:32]=1)(=[O:10])=[O:11]. The yield is 0.137. (4) The reactants are [O:1]1[C:5]2([CH2:10][CH2:9][C:8]([C:11]3[C:19]4[C:14](=[CH:15][CH:16]=[C:17]([F:20])[CH:18]=4)[NH:13][CH:12]=3)=[CH:7][CH2:6]2)[O:4][CH2:3][CH2:2]1. The catalyst is [Pd].C(O)C. The product is [O:4]1[C:5]2([CH2:6][CH2:7][CH:8]([C:11]3[C:19]4[C:14](=[CH:15][CH:16]=[C:17]([F:20])[CH:18]=4)[NH:13][CH:12]=3)[CH2:9][CH2:10]2)[O:1][CH2:2][CH2:3]1. The yield is 0.820.